This data is from Forward reaction prediction with 1.9M reactions from USPTO patents (1976-2016). The task is: Predict the product of the given reaction. (1) Given the reactants [F:1][C:2]1[CH:10]=[CH:9][C:5]([C:6]([OH:8])=O)=[CH:4][C:3]=1[OH:11].Cl.[C:13]([O:17][C:18]([N:20]1[CH2:25][CH2:24][NH:23][CH2:22][CH2:21]1)=[O:19])([CH3:16])([CH3:15])[CH3:14].C1C=CC2N(O)N=NC=2C=1.CCN=C=NCCCN(C)C, predict the reaction product. The product is: [F:1][C:2]1[CH:10]=[CH:9][C:5]([C:6]([N:23]2[CH2:22][CH2:21][N:20]([C:18]([O:17][C:13]([CH3:16])([CH3:15])[CH3:14])=[O:19])[CH2:25][CH2:24]2)=[O:8])=[CH:4][C:3]=1[OH:11]. (2) Given the reactants Cl[CH2:2][CH2:3][CH2:4][Si:5]([CH3:8])([CH3:7])[CH3:6].[OH:9][C:10]1[CH:17]=[CH:16][C:13]([CH:14]=[O:15])=[CH:12][CH:11]=1.C(=O)([O-])[O-].[K+].[K+], predict the reaction product. The product is: [CH3:6][Si:5]([CH3:8])([CH3:7])[CH2:4][CH2:3][CH2:2][O:9][C:10]1[CH:17]=[CH:16][C:13]([CH:14]=[O:15])=[CH:12][CH:11]=1. (3) Given the reactants [NH2:1][C:2]1[CH:10]=[CH:9][C:8]([C:11]([F:14])([F:13])[F:12])=[CH:7][C:3]=1[C:4]([OH:6])=[O:5].S(=O)(=O)(O)O.[CH3:20]O, predict the reaction product. The product is: [NH2:1][C:2]1[CH:10]=[CH:9][C:8]([C:11]([F:12])([F:13])[F:14])=[CH:7][C:3]=1[C:4]([O:6][CH3:20])=[O:5].